Task: Predict the reaction yield, written as a fraction of the theoretical maximum amount of product (1.0 means a 100% yield; for example, 0.34 means a 34% yield).. Dataset: Reaction yield outcomes from USPTO patents with 853,638 reactions (1) The reactants are I[C:2]1[CH:7]=[CH:6][CH:5]=[CH:4][N:3]=1.[CH2:8]([C:12]1[O:13][C:14]2[C:15]([N:20]=1)=[N:16][CH:17]=[CH:18][CH:19]=2)[CH2:9][C:10]#[CH:11]. No catalyst specified. The product is [N:3]1[CH:4]=[CH:5][CH:6]=[CH:7][C:2]=1[C:11]#[C:10][CH2:9][CH2:8][C:12]1[O:13][C:14]2[C:15]([N:20]=1)=[N:16][CH:17]=[CH:18][CH:19]=2. The yield is 0.290. (2) The reactants are [NH2:1][C:2]1[C:3]([C:24]([O:26]CC)=O)=[N:4][C:5]([C:17]2[CH:22]=[CH:21][CH:20]=[C:19]([OH:23])[CH:18]=2)=[N:6][C:7]=1[NH:8][C:9]1C=CC=CC=1OC.[NH2:29]C1C(C(OCC)=O)=NC(Cl)=NC=1NC1C=CC=CC=1OC.OC1C=C(B(O)O)C=CC=1.P([O-])([O-])([O-])=O.[K+].[K+].[K+].C1(P(C2CCCCC2)C2C=CC=CC=2[C:82]2[C:87]([O:88][CH3:89])=[CH:86][CH:85]=[CH:84][C:83]=2OC)CCCCC1. The catalyst is O1CCCC1.O.C([O-])(=O)C.[Pd+2].C([O-])(=O)C. The product is [OH:23][C:19]1[CH:18]=[C:17]([C:5]2[N:6]=[C:7]3[C:2]([N:1]=[CH:9][N:8]3[C:82]3[CH:83]=[CH:84][CH:85]=[CH:86][C:87]=3[O:88][CH3:89])=[C:3]([C:24]([NH2:29])=[O:26])[N:4]=2)[CH:22]=[CH:21][CH:20]=1. The yield is 0.120. (3) The reactants are [Br:1][C:2]1[CH:7]=[CH:6][C:5]([C:8]2[NH:9][CH:10]=[C:11]([C:13]3[N:17]([CH:18]([CH3:20])[CH3:19])[N:16]=[CH:15][N:14]=3)[N:12]=2)=[C:4](F)[CH:3]=1.C1(=O)O[CH2:25][CH2:24][O:23]1.C(=O)([O-])[O-].[Cs+].[Cs+].O. The catalyst is CN(C=O)C. The product is [Br:1][C:2]1[CH:7]=[CH:6][C:5]2[C:8]3[N:9]([CH:10]=[C:11]([C:13]4[N:17]([CH:18]([CH3:20])[CH3:19])[N:16]=[CH:15][N:14]=4)[N:12]=3)[CH2:25][CH2:24][O:23][C:4]=2[CH:3]=1. The yield is 0.580. (4) The reactants are [CH3:1][CH:2]([CH3:22])[CH2:3][C@@H:4]([C:6]1[CH:11]=[CH:10][C:9]([C:12]2[CH:17]=[CH:16][C:15]([C:18]([F:21])([F:20])[F:19])=[CH:14][N:13]=2)=[CH:8][CH:7]=1)[NH2:5].F[C:24]1[CH:33]=[CH:32][C:27]([C:28]([O:30][CH3:31])=[O:29])=[CH:26][N:25]=1.P([O-])([O-])([O-])=O.[K+].[K+].[K+]. No catalyst specified. The product is [CH3:1][CH:2]([CH3:22])[CH2:3][C@H:4]([NH:5][C:24]1[CH:33]=[CH:32][C:27]([C:28]([O:30][CH3:31])=[O:29])=[CH:26][N:25]=1)[C:6]1[CH:7]=[CH:8][C:9]([C:12]2[CH:17]=[CH:16][C:15]([C:18]([F:21])([F:19])[F:20])=[CH:14][N:13]=2)=[CH:10][CH:11]=1. The yield is 0.620. (5) The reactants are Br[C:2]1[CH:3]=[C:4]2[C:9](=[CH:10][CH:11]=1)[N:8]=[CH:7][N:6]=[C:5]2[C:12]1[CH:13]=[C:14]([C:18]([N:20]2[CH2:25][CH2:24][N:23]([CH3:26])[CH2:22][CH2:21]2)=[O:19])[CH:15]=[CH:16][CH:17]=1.C(O[C:32](=O)[N:33](C)[C:34]1[C:39]([CH3:40])=[CH:38][C:37](B2OC(C)(C)C(C)(C)O2)=[CH:36][N:35]=1)(C)(C)C.C([O-])([O-])=O.[Na+].[Na+].C(O)(C(F)(F)F)=O. The catalyst is CCOC(C)=O.C1C=CC([P]([Pd]([P](C2C=CC=CC=2)(C2C=CC=CC=2)C2C=CC=CC=2)([P](C2C=CC=CC=2)(C2C=CC=CC=2)C2C=CC=CC=2)[P](C2C=CC=CC=2)(C2C=CC=CC=2)C2C=CC=CC=2)(C2C=CC=CC=2)C2C=CC=CC=2)=CC=1.COCCOC. The product is [CH3:40][C:39]1[CH:38]=[C:37]([C:2]2[CH:3]=[C:4]3[C:9](=[CH:10][CH:11]=2)[N:8]=[CH:7][N:6]=[C:5]3[C:12]2[CH:13]=[C:14]([C:18]([N:20]3[CH2:25][CH2:24][N:23]([CH3:26])[CH2:22][CH2:21]3)=[O:19])[CH:15]=[CH:16][CH:17]=2)[CH:36]=[N:35][C:34]=1[NH:33][CH3:32]. The yield is 0.640. (6) The catalyst is C(#N)C. The yield is 0.606. The product is [Br-:35].[C:1]([O:5][C:6]([N:8]1[C:16]2[CH:15]=[CH:14][N+:13]([CH:27]([C:28]3[CH:33]=[CH:32][CH:31]=[CH:30][C:29]=3[Cl:34])[CH2:26][CH2:25][CH2:24][CH2:23][CH2:22][CH:21]([CH3:20])[CH3:36])=[CH:12][C:11]=2[CH:10]=[CH:9]1)=[O:7])([CH3:4])([CH3:2])[CH3:3]. The reactants are [C:1]([O:5][C:6]([N:8]1[C:16]2[CH:15]=[CH:14][N:13]=[CH:12][C:11]=2[CH:10]=[CH:9]1)=[O:7])([CH3:4])([CH3:3])[CH3:2].C(O[C:20](=O)[C:21](C)([CH3:36])[CH2:22][CH2:23][CH2:24][CH2:25][CH2:26][CH:27]([Br:35])[C:28]1[CH:33]=[CH:32][CH:31]=[CH:30][C:29]=1[Cl:34])C. (7) The reactants are [F:1][C:2]1([F:25])[CH2:7][CH2:6][CH:5]([CH2:8][NH:9][C:10]([C:12]2[CH:13]=[C:14]([CH2:22][CH2:23]O)[N:15]3[C:20]=2[C:19]([Cl:21])=[CH:18][CH:17]=[CH:16]3)=[O:11])[CH2:4][CH2:3]1.C(N(S(F)(F)[F:32])CC)C. The catalyst is C1COCC1. The product is [F:1][C:2]1([F:25])[CH2:7][CH2:6][CH:5]([CH2:8][NH:9][C:10]([C:12]2[CH:13]=[C:14]([CH2:22][CH2:23][F:32])[N:15]3[C:20]=2[C:19]([Cl:21])=[CH:18][CH:17]=[CH:16]3)=[O:11])[CH2:4][CH2:3]1. The yield is 0.0760.